This data is from Catalyst prediction with 721,799 reactions and 888 catalyst types from USPTO. The task is: Predict which catalyst facilitates the given reaction. Reactant: F[C:2]1[CH:12]=[CH:11][C:5]([C:6]([O:8][CH2:9][CH3:10])=[O:7])=[CH:4][CH:3]=1.[NH:13]1[CH2:19][CH2:18][CH2:17][NH:16][CH2:15][CH2:14]1. Product: [N:13]1([C:2]2[CH:12]=[CH:11][C:5]([C:6]([O:8][CH2:9][CH3:10])=[O:7])=[CH:4][CH:3]=2)[CH2:19][CH2:18][CH2:17][NH:16][CH2:15][CH2:14]1. The catalyst class is: 16.